From a dataset of Full USPTO retrosynthesis dataset with 1.9M reactions from patents (1976-2016). Predict the reactants needed to synthesize the given product. The reactants are: [CH3:1][C:2]([CH3:24])([CH2:7][O:8][C:9]1[CH:14]=[CH:13][C:12]([C:15]2[CH:20]=[CH:19][C:18]([N+:21]([O-])=O)=[CH:17][CH:16]=2)=[CH:11][N:10]=1)[C:3]([O:5][CH3:6])=[O:4].CCO. Given the product [NH2:21][C:18]1[CH:17]=[CH:16][C:15]([C:12]2[CH:13]=[CH:14][C:9]([O:8][CH2:7][C:2]([CH3:24])([CH3:1])[C:3]([O:5][CH3:6])=[O:4])=[N:10][CH:11]=2)=[CH:20][CH:19]=1, predict the reactants needed to synthesize it.